Regression. Given two drug SMILES strings and cell line genomic features, predict the synergy score measuring deviation from expected non-interaction effect. From a dataset of NCI-60 drug combinations with 297,098 pairs across 59 cell lines. (1) Drug 1: CC(CN1CC(=O)NC(=O)C1)N2CC(=O)NC(=O)C2. Drug 2: C1=C(C(=O)NC(=O)N1)N(CCCl)CCCl. Cell line: LOX IMVI. Synergy scores: CSS=48.4, Synergy_ZIP=-11.8, Synergy_Bliss=-4.63, Synergy_Loewe=-2.33, Synergy_HSA=0.704. (2) Drug 1: CC1=C2C(C(=O)C3(C(CC4C(C3C(C(C2(C)C)(CC1OC(=O)C(C(C5=CC=CC=C5)NC(=O)C6=CC=CC=C6)O)O)OC(=O)C7=CC=CC=C7)(CO4)OC(=O)C)O)C)OC(=O)C. Drug 2: COC1=C2C(=CC3=C1OC=C3)C=CC(=O)O2. Cell line: DU-145. Synergy scores: CSS=24.6, Synergy_ZIP=1.47, Synergy_Bliss=0.291, Synergy_Loewe=-46.9, Synergy_HSA=-1.86. (3) Drug 1: CNC(=O)C1=NC=CC(=C1)OC2=CC=C(C=C2)NC(=O)NC3=CC(=C(C=C3)Cl)C(F)(F)F. Drug 2: CN(CCCl)CCCl.Cl. Cell line: SK-OV-3. Synergy scores: CSS=3.30, Synergy_ZIP=-0.395, Synergy_Bliss=1.55, Synergy_Loewe=-0.332, Synergy_HSA=0.727. (4) Drug 1: CN1C(=O)N2C=NC(=C2N=N1)C(=O)N. Drug 2: C1CC(=O)NC(=O)C1N2C(=O)C3=CC=CC=C3C2=O. Cell line: SNB-19. Synergy scores: CSS=1.48, Synergy_ZIP=0.0415, Synergy_Bliss=0.862, Synergy_Loewe=0.0820, Synergy_HSA=-0.911. (5) Cell line: SF-295. Synergy scores: CSS=49.4, Synergy_ZIP=2.61, Synergy_Bliss=7.40, Synergy_Loewe=-13.1, Synergy_HSA=10.1. Drug 1: CNC(=O)C1=CC=CC=C1SC2=CC3=C(C=C2)C(=NN3)C=CC4=CC=CC=N4. Drug 2: CC1=C2C(C(=O)C3(C(CC4C(C3C(C(C2(C)C)(CC1OC(=O)C(C(C5=CC=CC=C5)NC(=O)OC(C)(C)C)O)O)OC(=O)C6=CC=CC=C6)(CO4)OC(=O)C)O)C)O. (6) Drug 1: CC(C1=C(C=CC(=C1Cl)F)Cl)OC2=C(N=CC(=C2)C3=CN(N=C3)C4CCNCC4)N. Drug 2: CC1=C(C(CCC1)(C)C)C=CC(=CC=CC(=CC(=O)O)C)C. Cell line: OVCAR3. Synergy scores: CSS=-7.21, Synergy_ZIP=3.48, Synergy_Bliss=-0.782, Synergy_Loewe=-4.86, Synergy_HSA=-6.11. (7) Drug 1: C1CCN(CC1)CCOC2=CC=C(C=C2)C(=O)C3=C(SC4=C3C=CC(=C4)O)C5=CC=C(C=C5)O. Drug 2: CC1C(C(=O)NC(C(=O)N2CCCC2C(=O)N(CC(=O)N(C(C(=O)O1)C(C)C)C)C)C(C)C)NC(=O)C3=C4C(=C(C=C3)C)OC5=C(C(=O)C(=C(C5=N4)C(=O)NC6C(OC(=O)C(N(C(=O)CN(C(=O)C7CCCN7C(=O)C(NC6=O)C(C)C)C)C)C(C)C)C)N)C. Cell line: UACC-257. Synergy scores: CSS=8.58, Synergy_ZIP=-4.05, Synergy_Bliss=-3.36, Synergy_Loewe=-18.9, Synergy_HSA=-3.74. (8) Drug 1: CNC(=O)C1=CC=CC=C1SC2=CC3=C(C=C2)C(=NN3)C=CC4=CC=CC=N4. Drug 2: CC1=C(C=C(C=C1)NC2=NC=CC(=N2)N(C)C3=CC4=NN(C(=C4C=C3)C)C)S(=O)(=O)N.Cl. Cell line: CAKI-1. Synergy scores: CSS=39.9, Synergy_ZIP=4.79, Synergy_Bliss=10.2, Synergy_Loewe=11.9, Synergy_HSA=11.9. (9) Drug 2: CC1OCC2C(O1)C(C(C(O2)OC3C4COC(=O)C4C(C5=CC6=C(C=C35)OCO6)C7=CC(=C(C(=C7)OC)O)OC)O)O. Drug 1: C1CC(=O)NC(=O)C1N2CC3=C(C2=O)C=CC=C3N. Synergy scores: CSS=15.5, Synergy_ZIP=-3.09, Synergy_Bliss=-0.949, Synergy_Loewe=-15.0, Synergy_HSA=-1.21. Cell line: UO-31. (10) Drug 1: CS(=O)(=O)C1=CC(=C(C=C1)C(=O)NC2=CC(=C(C=C2)Cl)C3=CC=CC=N3)Cl. Drug 2: C(=O)(N)NO. Cell line: MDA-MB-231. Synergy scores: CSS=11.6, Synergy_ZIP=-4.29, Synergy_Bliss=0.205, Synergy_Loewe=-0.688, Synergy_HSA=0.959.